Dataset: Forward reaction prediction with 1.9M reactions from USPTO patents (1976-2016). Task: Predict the product of the given reaction. (1) Given the reactants C(=O)(O)[O-].[Br:5][C:6]1[CH:11]=[CH:10][CH:9]=[C:8]([CH2:12]Br)[C:7]=1[CH2:14]Br.[CH2:16]([NH2:23])[C:17]1[CH:22]=[CH:21][CH:20]=[CH:19][CH:18]=1, predict the reaction product. The product is: [CH2:16]([N:23]1[CH2:14][C:7]2[C:8](=[CH:9][CH:10]=[CH:11][C:6]=2[Br:5])[CH2:12]1)[C:17]1[CH:22]=[CH:21][CH:20]=[CH:19][CH:18]=1. (2) Given the reactants Cl[C:2]1[C:3]([C:8]#[N:9])=[N:4][CH:5]=[CH:6][CH:7]=1.C([O-])([O-])=O.[K+].[K+].[C:16]([O:20][CH3:21])(=[O:19])[CH2:17][SH:18], predict the reaction product. The product is: [NH2:9][C:8]1[C:3]2=[N:4][CH:5]=[CH:6][CH:7]=[C:2]2[S:18][C:17]=1[C:16]([O:20][CH3:21])=[O:19].